Dataset: Catalyst prediction with 721,799 reactions and 888 catalyst types from USPTO. Task: Predict which catalyst facilitates the given reaction. (1) Reactant: [C:1]([O:8][CH3:9])(=[O:7])[CH2:2][C:3]([O:5][CH3:6])=[O:4].[H-].[Na+].[N+:12]([C:15]1[CH:22]=[CH:21][C:18]([CH2:19]Br)=[CH:17][CH:16]=1)([O-:14])=[O:13].Cl. Product: [CH3:6][O:5][C:3](=[O:4])[CH:2]([CH2:19][C:18]1[CH:21]=[CH:22][C:15]([N+:12]([O-:14])=[O:13])=[CH:16][CH:17]=1)[C:1]([O:8][CH3:9])=[O:7]. The catalyst class is: 1. (2) Product: [N+:11]([C:9]1[CH:10]=[C:2]2[C:3]([C:4]([OH:6])=[N:19][CH:18]=[N:1]2)=[CH:7][CH:8]=1)([O-:13])=[O:12]. The catalyst class is: 8. Reactant: [NH2:1][C:2]1[CH:10]=[C:9]([N+:11]([O-:13])=[O:12])[CH:8]=[CH:7][C:3]=1[C:4]([OH:6])=O.C(O)(=O)C.[CH:18](N)=[NH:19]. (3) Reactant: [C:1]([N:5]=[C:6]=[S:7])([CH3:4])([CH3:3])[CH3:2].C(N(CC)CC)C.Cl.[NH2:16][C@H:17]([CH2:20][C:21]1[CH:25]=[CH:24][S:23][CH:22]=1)[CH2:18][OH:19]. Product: [C:1]([NH:5][C:6]([NH:16][C@H:17]([CH2:20][C:21]1[CH:25]=[CH:24][S:23][CH:22]=1)[CH2:18][OH:19])=[S:7])([CH3:4])([CH3:3])[CH3:2]. The catalyst class is: 40. (4) Reactant: [Cl:1][C:2]1[CH:19]=[CH:18][C:17]([N:20]2[C:24](=[O:25])[NH:23][CH:22]=[N:21]2)=[CH:16][C:3]=1[C:4]([NH:6][CH2:7][C:8]1([OH:15])[CH2:14][CH2:13][CH2:12][CH2:11][CH2:10][CH2:9]1)=[O:5].C([O-])([O-])=O.[Cs+].[Cs+].[CH3:32][O:33][CH2:34][CH2:35]Br. Product: [Cl:1][C:2]1[CH:19]=[CH:18][C:17]([N:20]2[C:24](=[O:25])[N:23]([CH2:35][CH2:34][O:33][CH3:32])[CH:22]=[N:21]2)=[CH:16][C:3]=1[C:4]([NH:6][CH2:7][C:8]1([OH:15])[CH2:9][CH2:10][CH2:11][CH2:12][CH2:13][CH2:14]1)=[O:5]. The catalyst class is: 58. (5) Reactant: C[O:2][C:3](=[O:41])[CH2:4][C:5]1[CH:10]=[CH:9][CH:8]=[C:7]([O:11][CH2:12][CH2:13][CH2:14][N:15]([CH2:27][CH:28]([C:35]2[CH:40]=[CH:39][CH:38]=[CH:37][CH:36]=2)[C:29]2[CH:34]=[CH:33][CH:32]=[CH:31][CH:30]=2)[CH2:16][C:17]2[CH:22]=[CH:21][CH:20]=[C:19]([C:23]([F:26])([F:25])[F:24])[CH:18]=2)[CH:6]=1.[OH-].[Na+]. Product: [C:35]1([CH:28]([C:29]2[CH:30]=[CH:31][CH:32]=[CH:33][CH:34]=2)[CH2:27][N:15]([CH2:16][C:17]2[CH:22]=[CH:21][CH:20]=[C:19]([C:23]([F:24])([F:25])[F:26])[CH:18]=2)[CH2:14][CH2:13][CH2:12][O:11][C:7]2[CH:6]=[C:5]([CH2:4][C:3]([OH:41])=[O:2])[CH:10]=[CH:9][CH:8]=2)[CH:40]=[CH:39][CH:38]=[CH:37][CH:36]=1. The catalyst class is: 5. (6) Reactant: [CH:1]([S:4]([CH2:7][C@H:8]1[C@@H:13]([N:14]2[CH2:18][CH2:17][C@H:16]([NH:19][C:20](=[O:31])[C:21]3[CH:26]=[CH:25][CH:24]=[C:23]([C:27]([F:30])([F:29])[F:28])[CH:22]=3)[C:15]2=[O:32])[CH2:12][CH2:11][NH:10][CH2:9]1)(=[O:6])=[O:5])([CH3:3])[CH3:2].[CH3:33][C:34]([CH3:36])=O.C(O[BH-](OC(=O)C)OC(=O)C)(=O)C.[Na+]. Product: [CH:34]([N:10]1[CH2:11][CH2:12][C@H:13]([N:14]2[CH2:18][CH2:17][C@H:16]([NH:19][C:20](=[O:31])[C:21]3[CH:26]=[CH:25][CH:24]=[C:23]([C:27]([F:29])([F:28])[F:30])[CH:22]=3)[C:15]2=[O:32])[C@H:8]([CH2:7][S:4]([CH:1]([CH3:3])[CH3:2])(=[O:5])=[O:6])[CH2:9]1)([CH3:36])[CH3:33]. The catalyst class is: 26. (7) Reactant: [CH2:1]([O:8][N:9]([CH2:12][C:13]1([C:20]([OH:22])=O)[CH2:19][CH2:18][CH2:17][CH2:16][CH2:15][CH2:14]1)[CH:10]=[O:11])[C:2]1[CH:7]=[CH:6][CH:5]=[CH:4][CH:3]=1.[NH:23]([C:25]1[N:30]=[C:29]([C:31]([F:34])([F:33])[F:32])[CH:28]=[CH:27][N:26]=1)[NH2:24].CN1CCOCC1.C1C=NC2N(O)N=NC=2C=1.Cl.CN(C)CCCN=C=NCC. Product: [CH2:1]([O:8][N:9]([CH2:12][C:13]1([C:20]([NH:24][NH:23][C:25]2[N:30]=[C:29]([C:31]([F:33])([F:32])[F:34])[CH:28]=[CH:27][N:26]=2)=[O:22])[CH2:14][CH2:15][CH2:16][CH2:17][CH2:18][CH2:19]1)[CH:10]=[O:11])[C:2]1[CH:3]=[CH:4][CH:5]=[CH:6][CH:7]=1. The catalyst class is: 3. (8) Reactant: [CH3:1][S:2]([C:5]1[CH:30]=[CH:29][C:8]([CH2:9][O:10][C:11]2[CH:19]=[CH:18][C:17]3[NH:16][C:15]4[CH:20]([CH2:23][C:24]([O:26]CC)=[O:25])[CH2:21][CH2:22][C:14]=4[C:13]=3[CH:12]=2)=[CH:7][CH:6]=1)(=[O:4])=[O:3].[Li+].[OH-]. Product: [CH3:1][S:2]([C:5]1[CH:30]=[CH:29][C:8]([CH2:9][O:10][C:11]2[CH:19]=[CH:18][C:17]3[NH:16][C:15]4[CH:20]([CH2:23][C:24]([OH:26])=[O:25])[CH2:21][CH2:22][C:14]=4[C:13]=3[CH:12]=2)=[CH:7][CH:6]=1)(=[O:4])=[O:3]. The catalyst class is: 12. (9) Reactant: CC1C=CC(S([N:11]2[C:15]3[N:16]=[C:17]([NH:26][C:27]4[CH:38]=[CH:37][C:30]([C:31]([NH:33][CH2:34][CH2:35][CH3:36])=[O:32])=[CH:29][CH:28]=4)[N:18]=[C:19]([NH:20][CH2:21][C:22]([F:25])([F:24])[F:23])[C:14]=3[CH:13]=[CH:12]2)(=O)=O)=CC=1.CO.C(=O)([O-])[O-].[K+].[K+]. Product: [CH2:34]([NH:33][C:31](=[O:32])[C:30]1[CH:37]=[CH:38][C:27]([NH:26][C:17]2[NH:16][C:15]3=[N:11][CH:12]=[CH:13][C:14]3=[C:19]([NH:20][CH2:21][C:22]([F:24])([F:25])[F:23])[N:18]=2)=[CH:28][CH:29]=1)[CH2:35][CH3:36]. The catalyst class is: 6.